This data is from Experimentally validated miRNA-target interactions with 360,000+ pairs, plus equal number of negative samples. The task is: Binary Classification. Given a miRNA mature sequence and a target amino acid sequence, predict their likelihood of interaction. (1) The miRNA is dre-let-7a with sequence UGAGGUAGUAGGUUGUAUAGUU. The protein sequence of the target gene is MTERAQSPTAADCRPYEVNRAMYPQAAGLDGLGGASLQFAHGMLQDPSLIFNKAHFNGITPATAQTFFPFSGDFKTNDLQGGDFTQPKHWYPFAAPEFTGQVAGATAATQPANISPPIGETREQIKMPSEVKTEKDVEEYGNEENKPPSQYHLTAGTSSIPTGVNYYTPWNPNFWPGLSQITAQANISQAPPTPSASSPSLSPSPPGNGFGSPGFFSGGTAQNIPSAQAQSAPRSSGSSSGGCSNSEEEETLTTEDLEQFAKELKHKRITLGFTQADVGLALGNLYGKMFSQTTICRFEA.... Result: 1 (interaction). (2) The miRNA is rno-miR-193a-3p with sequence AACUGGCCUACAAAGUCCCAGU. The protein sequence of the target gene is MAPRGRRRPRPHRSEGARRSKNTLERTHSMKDKAGQKCKPIDVFDFPDNSDVSSIGRLGENEKDEETYETFDPPLHSTAIYADEEEFSKHCGLSLSSTPPGKEAKRSSDTSGNEASEIESVKISAKKPGRKLRPISDDSESIEESDTRRKVKSAEKISTQRHEVIRTTASSELSEKPAESVTSKKTGPLSAQPSVEKENLAIESQSKTQKKGKISHDKRKKSRSKAIGSDTSDIVHIWCPEGMKTSDIKELNIVLPEFEKTHLEHQQRIESKVCKAAIATFYVNVKEQFIKMLKESQMLT.... Result: 0 (no interaction). (3) The miRNA is hsa-miR-1285-5p with sequence GAUCUCACUUUGUUGCCCAGG. The protein sequence of the target gene is MLQIQVEEKEEDTEESSSEEEEDKLPRRESLRPKRKRTRDVINEDDPEPEPEDEETRKAREKERRRRLRRGAEEEEEIDEEELERLKALLDENRQMIATVKCKPWKMEKKIEVLKEAKKFVSENEGALGKGKGKKWFAFKMMMAKKWAKFLRDFENFKAACVPWENKIKAIESQFGSSVASYFLFLRWMYGVNMVLFVLTFSLIMLPEYLWGLPYGSLPRKTVPRAEEASAANFGVLYDFNGLAQYSVLFYGYYDNKRTIGWLNFRLPLSYFLVGIMCIGYSFLVVLKAMTKNIGDDGGG.... Result: 0 (no interaction). (4) The miRNA is mmu-miR-433-3p with sequence AUCAUGAUGGGCUCCUCGGUGU. The protein sequence of the target gene is MARADTGRGLLVLTFCLLSARGELPLPQETTVKLSCDEGPLQVILGPEQAVVLDCTLGATAAGPPTRVTWSKDGDTVLEHENLHLLPNGSLWLSSPLEQEDSDDEEALRIWKVTEGSYSCLAHSPLGVVASQVAVVKLATLEDFSLHPESQIVEENGTARFECHTKGLPAPIITWEKDQVTVPEESRLITLPNGVLQILDVQDSDAGSYRCVATNSARQRFSQEASLTVALRGSLEATRGQDVVIVAAPENTTVVSGQSVVMECVASADPTPFVSWVRQDGKPISTDVIVLGRTNLLIAS.... Result: 0 (no interaction). (5) The miRNA is hsa-miR-6499-3p with sequence AGCAGUGUUUGUUUUGCCCACA. The protein sequence of the target gene is MDNLSPEEVQLRAHQVTDESLESTRRILGLAIESQDAGIKTITMLDEQGEQLNRIEEGMDQINKDMREAEKTLTELNKCCGLCICPCNRTKNFESGKNYKATWGDGGDNSPSNVVSKQPSRITNGQPQQTTGAASGGYIKRITNDAREDEMEENLTQVGSILGNLKNMALDMGNEIDAQNQQIQKITEKADTNKNRIDIANTRAKKLIDS. Result: 0 (no interaction). (6) The miRNA is hsa-miR-6082 with sequence GAAUACGUCUGGUUGAUCC. The protein sequence of the target gene is MWTADEIAQLCYAHYNVRLPKQGKPEPNREWTLLAAVVKIQASANQACDIPEKEVQVTKEVVSMGTGTKCIGQSKMRESGDILNDSHAEIIARRSFQRYLLHQLHLAAVLKEDSIFVPGTQRGLWRLRPDLSFVFFSSHTPCGDASIIPMLEFEEQPCCPVIRSWANNSPVQETENLEDSKDKRNCEDPASPVAKKMRLGTPARSLSNCVAHHGTQESGPVKPDVSSSDLTKEEPDAANGIASGSFRVVDVYRTGAKCVPGETGDLREPGAAYHQVGLLRVKPGRGDRTCSMSCSDKMAR.... Result: 0 (no interaction).